This data is from NCI-60 drug combinations with 297,098 pairs across 59 cell lines. The task is: Regression. Given two drug SMILES strings and cell line genomic features, predict the synergy score measuring deviation from expected non-interaction effect. Drug 1: C1CC(=O)NC(=O)C1N2C(=O)C3=CC=CC=C3C2=O. Drug 2: CCC1(C2=C(COC1=O)C(=O)N3CC4=CC5=C(C=CC(=C5CN(C)C)O)N=C4C3=C2)O.Cl. Cell line: OVCAR-4. Synergy scores: CSS=9.58, Synergy_ZIP=-3.09, Synergy_Bliss=0.331, Synergy_Loewe=-4.70, Synergy_HSA=0.541.